From a dataset of Full USPTO retrosynthesis dataset with 1.9M reactions from patents (1976-2016). Predict the reactants needed to synthesize the given product. (1) Given the product [N:15]1[CH:16]=[CH:17][C:12]([CH2:11][NH:10][C:5]2[CH:6]=[CH:7][CH:8]=[CH:9][C:4]=2[C:3]([NH:19][NH2:20])=[O:2])=[CH:13][CH:14]=1, predict the reactants needed to synthesize it. The reactants are: C[O:2][C:3](=O)[C:4]1[CH:9]=[CH:8][CH:7]=[CH:6][C:5]=1[NH:10][CH2:11][C:12]1[CH:17]=[CH:16][N:15]=[CH:14][CH:13]=1.[NH2:19][NH2:20]. (2) Given the product [CH3:1][O:2][C:3]1[CH:13]=[CH:12][C:6]([O:7][CH2:8][CH2:9][CH2:10][NH:11][CH2:18][C:17]2[CH:20]=[CH:21][CH:22]=[C:15]([OH:14])[CH:16]=2)=[CH:5][CH:4]=1, predict the reactants needed to synthesize it. The reactants are: [CH3:1][O:2][C:3]1[CH:13]=[CH:12][C:6]([O:7][CH2:8][CH2:9][CH2:10][NH2:11])=[CH:5][CH:4]=1.[OH:14][C:15]1[CH:16]=[C:17]([CH:20]=[CH:21][CH:22]=1)[CH:18]=O.O.[BH4-].[Na+]. (3) Given the product [C:12]([O:10][CH:3]1[CH:4]([CH:7]([CH3:8])[CH3:9])[CH2:5][CH2:6][CH:1]([CH3:11])[CH2:2]1)(=[O:19])[CH2:13][CH2:14][CH2:15][C:16]([O-:18])=[O:17].[C:16]([O:18][CH:3]1[CH:4]([CH:7]([CH3:9])[CH3:8])[CH2:5][CH2:6][CH:1]([CH3:11])[CH2:2]1)(=[O:17])[CH2:15][CH2:14][CH2:13][C:12]([O:10][CH:3]1[CH:4]([CH:7]([CH3:8])[CH3:9])[CH2:5][CH2:6][CH:1]([CH3:11])[CH2:2]1)=[O:20], predict the reactants needed to synthesize it. The reactants are: [CH:1]1([CH3:11])[CH2:6][CH2:5][CH:4]([CH:7]([CH3:9])[CH3:8])[CH:3]([OH:10])[CH2:2]1.[C:12]([OH:20])(=[O:19])[CH2:13][CH2:14][CH2:15][C:16]([OH:18])=[O:17]. (4) Given the product [F:12][C:6]1[CH:5]=[C:4]([CH:9]=[C:8]([F:10])[C:7]=1[O:11]/[CH:32]=[CH:33]/[C:34]([F:37])([F:36])[F:35])[O:3][C:2]([F:1])([F:28])[CH:13]1[CH2:14][CH2:15][CH:16]([CH:19]2[CH2:24][CH2:23][CH:22]([CH2:25][CH2:26][CH3:27])[CH2:21][CH2:20]2)[CH2:17][CH2:18]1, predict the reactants needed to synthesize it. The reactants are: [F:1][C:2]([F:28])([CH:13]1[CH2:18][CH2:17][CH:16]([CH:19]2[CH2:24][CH2:23][CH:22]([CH2:25][CH2:26][CH3:27])[CH2:21][CH2:20]2)[CH2:15][CH2:14]1)[O:3][C:4]1[CH:9]=[C:8]([F:10])[C:7]([OH:11])=[C:6]([F:12])[CH:5]=1.[H-].[Na+].Cl/[CH:32]=[CH:33]/[C:34]([F:37])([F:36])[F:35].O. (5) The reactants are: C(O)(C(F)(F)F)=O.[CH3:8][O:9][C:10](=[O:61])[C:11]1[CH:16]=[CH:15][C:14]([CH2:17][NH:18][C:19]([C:21]2[C:31]3[O:30][CH2:29][C@H:28]([NH:32][C:33](=[O:45])[C@@H:34]([N:36](C(OC(C)(C)C)=O)[CH3:37])[CH3:35])[C:27](=[O:46])[N:26]([CH2:47][C:48]4[C:57]5[C:52](=[CH:53][C:54]([Br:58])=[CH:55][CH:56]=5)[CH:51]=[CH:50][C:49]=4[O:59][CH3:60])[C:25]=3[CH:24]=[CH:23][CH:22]=2)=[O:20])=[CH:13][CH:12]=1. Given the product [CH3:8][O:9][C:10](=[O:61])[C:11]1[CH:12]=[CH:13][C:14]([CH2:17][NH:18][C:19]([C:21]2[C:31]3[O:30][CH2:29][C@H:28]([NH:32][C:33](=[O:45])[C@@H:34]([NH:36][CH3:37])[CH3:35])[C:27](=[O:46])[N:26]([CH2:47][C:48]4[C:57]5[C:52](=[CH:53][C:54]([Br:58])=[CH:55][CH:56]=5)[CH:51]=[CH:50][C:49]=4[O:59][CH3:60])[C:25]=3[CH:24]=[CH:23][CH:22]=2)=[O:20])=[CH:15][CH:16]=1, predict the reactants needed to synthesize it.